The task is: Predict which catalyst facilitates the given reaction.. This data is from Catalyst prediction with 721,799 reactions and 888 catalyst types from USPTO. (1) Reactant: I[C:2]1[C:10]2[C:5](=[N:6][CH:7]=[N:8][C:9]=2[NH2:11])[N:4]([CH:12]2[CH2:17][CH2:16][CH:15]([N:18]3[CH2:23][CH2:22][N:21]([CH3:24])[CH2:20][CH2:19]3)[CH2:14][CH2:13]2)[N:3]=1.C[C:26]1([CH3:51])C(C)(C)OB([C:33]2[CH:50]=[CH:49][C:36]([NH:37][C:38]3[O:39][C:40]4[CH:46]=[CH:45][C:44]([C:47]#[N:48])=[CH:43][C:41]=4[N:42]=3)=[CH:35][CH:34]=2)[O:27]1.C(=O)([O-])[O-:53].[Na+].[Na+]. Product: [C:26]([O-:53])(=[O:27])[CH3:51].[NH4+:3].[NH2:11][C:9]1[N:8]=[CH:7][N:6]=[C:5]2[N:4]([C@H:12]3[CH2:17][CH2:16][C@@H:15]([N:18]4[CH2:23][CH2:22][N:21]([CH3:24])[CH2:20][CH2:19]4)[CH2:14][CH2:13]3)[N:3]=[C:2]([C:33]3[CH:50]=[CH:49][C:36]([NH:37][C:38]4[O:39][C:40]5[CH:46]=[CH:45][C:44]([C:47]#[N:48])=[CH:43][C:41]=5[N:42]=4)=[CH:35][CH:34]=3)[C:10]=12. The catalyst class is: 108. (2) Reactant: [C:1]([NH:4][C:5]1[CH:6]=[C:7]([CH2:13][C:14](=[O:16])[CH3:15])[CH:8]=[CH:9][C:10]=1[O:11][CH3:12])(=[O:3])[CH3:2].[BH4-].[Na+]. Product: [C:1]([NH:4][C:5]1[CH:6]=[C:7]([CH2:13][CH:14]([OH:16])[CH3:15])[CH:8]=[CH:9][C:10]=1[O:11][CH3:12])(=[O:3])[CH3:2]. The catalyst class is: 5. (3) Reactant: [OH:1][N:2]1[C:7](=[O:8])[C:6]([C:9]([O:11][CH3:12])=[O:10])=[CH:5][CH:4]=[C:3]1[C:13]([O:15][CH3:16])=[O:14].C(=O)([O-])[O-].[K+].[K+].[CH2:23](Cl)[C:24]1[CH:29]=[CH:28][CH:27]=[CH:26][CH:25]=1. Product: [CH2:23]([O:1][N:2]1[C:7](=[O:8])[C:6]([C:9]([O:11][CH3:12])=[O:10])=[CH:5][CH:4]=[C:3]1[C:13]([O:15][CH3:16])=[O:14])[C:24]1[CH:29]=[CH:28][CH:27]=[CH:26][CH:25]=1. The catalyst class is: 3. (4) Reactant: [C:1]([O:5][C@@H:6]([C:11]1[C:26]([CH3:27])=[CH:25][C:14]2[N:15]=[C:16]([C:18]3[CH:23]=[CH:22][N:21]=[C:20](Cl)[N:19]=3)[S:17][C:13]=2[C:12]=1[C:28]1[CH:33]=[CH:32][C:31]([Cl:34])=[CH:30][CH:29]=1)[C:7]([O:9][CH3:10])=[O:8])([CH3:4])([CH3:3])[CH3:2].[C:35]([N:42]1[CH2:47][CH2:46][NH:45][CH2:44][C@H:43]1[CH3:48])([O:37][C:38]([CH3:41])([CH3:40])[CH3:39])=[O:36].C(N(CC)CC)C. Product: [C:1]([O:5][C@@H:6]([C:11]1[C:26]([CH3:27])=[CH:25][C:14]2[N:15]=[C:16]([C:18]3[CH:23]=[CH:22][N:21]=[C:20]([N:45]4[CH2:46][CH2:47][N:42]([C:35]([O:37][C:38]([CH3:41])([CH3:40])[CH3:39])=[O:36])[C@H:43]([CH3:48])[CH2:44]4)[N:19]=3)[S:17][C:13]=2[C:12]=1[C:28]1[CH:33]=[CH:32][C:31]([Cl:34])=[CH:30][CH:29]=1)[C:7]([O:9][CH3:10])=[O:8])([CH3:4])([CH3:3])[CH3:2]. The catalyst class is: 12. (5) Reactant: [CH3:1][O:2][C:3]1[CH:8]=[CH:7][C:6]([NH:9][CH:10]=O)=[CH:5][CH:4]=1.COC1C=CC(N)=CC=1.[H-].[Na+].FC1[CH:34]=[CH:33][C:27]([C:28]([O:30]CC)=[O:29])=[CH:26][CH:25]=1.Cl. Product: [CH3:1][O:2][C:3]1[CH:4]=[CH:5][C:6]([NH:9][C:10]2[CH:34]=[CH:33][C:27]([C:28]([OH:30])=[O:29])=[CH:26][CH:25]=2)=[CH:7][CH:8]=1. The catalyst class is: 9. (6) Reactant: [CH2:1]([S:3]([C:6]1[CH:7]=[C:8]([C:12]2[CH:20]=[C:19]([C:21](O)=[O:22])[CH:18]=[C:17]3[C:13]=2[C:14]2[CH:27]=[C:26]([CH3:28])[CH:25]=[N:24][C:15]=2[NH:16]3)[CH:9]=[CH:10][CH:11]=1)(=[O:5])=[O:4])[CH3:2].C1C=CC2N(O)N=NC=2C=1.C(Cl)CCl.[CH3:43][N:44]1[CH2:49][CH2:48][NH:47][CH2:46][CH2:45]1. Product: [CH2:1]([S:3]([C:6]1[CH:7]=[C:8]([C:12]2[CH:20]=[C:19]([C:21]([N:47]3[CH2:48][CH2:49][N:44]([CH3:43])[CH2:45][CH2:46]3)=[O:22])[CH:18]=[C:17]3[C:13]=2[C:14]2[CH:27]=[C:26]([CH3:28])[CH:25]=[N:24][C:15]=2[NH:16]3)[CH:9]=[CH:10][CH:11]=1)(=[O:4])=[O:5])[CH3:2]. The catalyst class is: 2. (7) Reactant: Cl[C:2]1[N:3]=[N:4][C:5]([Cl:9])=[CH:6][C:7]=1[CH3:8].O.[NH2:11][NH2:12].O. Product: [Cl:9][C:5]1[N:4]=[N:3][C:2]([NH:11][NH2:12])=[C:7]([CH3:8])[CH:6]=1. The catalyst class is: 14.